From a dataset of Peptide-MHC class I binding affinity with 185,985 pairs from IEDB/IMGT. Regression. Given a peptide amino acid sequence and an MHC pseudo amino acid sequence, predict their binding affinity value. This is MHC class I binding data. (1) The peptide sequence is EGFDPRALI. The MHC is HLA-B14:02 with pseudo-sequence HLA-B14:02. The binding affinity (normalized) is 0.213. (2) The peptide sequence is STTDAEACY. The MHC is HLA-A31:01 with pseudo-sequence HLA-A31:01. The binding affinity (normalized) is 0. (3) The peptide sequence is VFTSRIQVI. The MHC is HLA-A03:01 with pseudo-sequence HLA-A03:01. The binding affinity (normalized) is 0.0847. (4) The peptide sequence is RPLLARMPE. The MHC is HLA-A11:01 with pseudo-sequence HLA-A11:01. The binding affinity (normalized) is 0.0847.